From a dataset of NCI-60 drug combinations with 297,098 pairs across 59 cell lines. Regression. Given two drug SMILES strings and cell line genomic features, predict the synergy score measuring deviation from expected non-interaction effect. (1) Drug 1: CN1CCC(CC1)COC2=C(C=C3C(=C2)N=CN=C3NC4=C(C=C(C=C4)Br)F)OC. Drug 2: CN(CCCl)CCCl.Cl. Cell line: LOX IMVI. Synergy scores: CSS=9.15, Synergy_ZIP=-6.80, Synergy_Bliss=-6.22, Synergy_Loewe=-4.24, Synergy_HSA=-3.93. (2) Drug 1: C1CCC(C1)C(CC#N)N2C=C(C=N2)C3=C4C=CNC4=NC=N3. Drug 2: CN(CCCl)CCCl.Cl. Cell line: K-562. Synergy scores: CSS=18.2, Synergy_ZIP=-6.89, Synergy_Bliss=-4.70, Synergy_Loewe=-12.7, Synergy_HSA=-6.94. (3) Drug 1: CCCCC(=O)OCC(=O)C1(CC(C2=C(C1)C(=C3C(=C2O)C(=O)C4=C(C3=O)C=CC=C4OC)O)OC5CC(C(C(O5)C)O)NC(=O)C(F)(F)F)O. Drug 2: COCCOC1=C(C=C2C(=C1)C(=NC=N2)NC3=CC=CC(=C3)C#C)OCCOC.Cl. Cell line: OVCAR-8. Synergy scores: CSS=22.0, Synergy_ZIP=-10.5, Synergy_Bliss=-5.01, Synergy_Loewe=-5.23, Synergy_HSA=-4.54.